From a dataset of NCI-60 drug combinations with 297,098 pairs across 59 cell lines. Regression. Given two drug SMILES strings and cell line genomic features, predict the synergy score measuring deviation from expected non-interaction effect. (1) Drug 1: CCCS(=O)(=O)NC1=C(C(=C(C=C1)F)C(=O)C2=CNC3=C2C=C(C=N3)C4=CC=C(C=C4)Cl)F. Drug 2: C1=CC(=CC=C1C#N)C(C2=CC=C(C=C2)C#N)N3C=NC=N3. Cell line: EKVX. Synergy scores: CSS=6.06, Synergy_ZIP=1.27, Synergy_Bliss=6.39, Synergy_Loewe=4.38, Synergy_HSA=4.27. (2) Drug 1: CCN(CC)CCCC(C)NC1=C2C=C(C=CC2=NC3=C1C=CC(=C3)Cl)OC. Drug 2: C1CCC(C(C1)N)N.C(=O)(C(=O)[O-])[O-].[Pt+4]. Cell line: MDA-MB-231. Synergy scores: CSS=30.1, Synergy_ZIP=-10.5, Synergy_Bliss=-1.53, Synergy_Loewe=-4.14, Synergy_HSA=3.09. (3) Drug 1: CCC1=C2CN3C(=CC4=C(C3=O)COC(=O)C4(CC)O)C2=NC5=C1C=C(C=C5)O. Drug 2: C(CCl)NC(=O)N(CCCl)N=O. Cell line: MDA-MB-435. Synergy scores: CSS=-1.41, Synergy_ZIP=-0.0833, Synergy_Bliss=1.33, Synergy_Loewe=-6.64, Synergy_HSA=-1.98. (4) Drug 1: CC1CCC2CC(C(=CC=CC=CC(CC(C(=O)C(C(C(=CC(C(=O)CC(OC(=O)C3CCCCN3C(=O)C(=O)C1(O2)O)C(C)CC4CCC(C(C4)OC)OCCO)C)C)O)OC)C)C)C)OC. Drug 2: C1=CC=C(C(=C1)C(C2=CC=C(C=C2)Cl)C(Cl)Cl)Cl. Cell line: SF-295. Synergy scores: CSS=15.8, Synergy_ZIP=-8.41, Synergy_Bliss=-5.45, Synergy_Loewe=-36.0, Synergy_HSA=-6.31. (5) Drug 1: C1=CC(=CC=C1CC(C(=O)O)N)N(CCCl)CCCl.Cl. Drug 2: CC1=C2C(C(=O)C3(C(CC4C(C3C(C(C2(C)C)(CC1OC(=O)C(C(C5=CC=CC=C5)NC(=O)C6=CC=CC=C6)O)O)OC(=O)C7=CC=CC=C7)(CO4)OC(=O)C)O)C)OC(=O)C. Cell line: MALME-3M. Synergy scores: CSS=26.5, Synergy_ZIP=-9.90, Synergy_Bliss=-0.394, Synergy_Loewe=-8.10, Synergy_HSA=-0.347. (6) Drug 1: CC1=CC2C(CCC3(C2CCC3(C(=O)C)OC(=O)C)C)C4(C1=CC(=O)CC4)C. Drug 2: C(CC(=O)O)C(=O)CN.Cl. Cell line: HS 578T. Synergy scores: CSS=1.03, Synergy_ZIP=-1.49, Synergy_Bliss=-2.18, Synergy_Loewe=-9.22, Synergy_HSA=-7.61. (7) Drug 1: C1=NC(=NC(=O)N1C2C(C(C(O2)CO)O)O)N. Drug 2: N.N.Cl[Pt+2]Cl. Cell line: U251. Synergy scores: CSS=59.2, Synergy_ZIP=5.46, Synergy_Bliss=5.32, Synergy_Loewe=0.0124, Synergy_HSA=7.74. (8) Drug 2: CC1=C(C=C(C=C1)NC(=O)C2=CC=C(C=C2)CN3CCN(CC3)C)NC4=NC=CC(=N4)C5=CN=CC=C5. Synergy scores: CSS=7.88, Synergy_ZIP=0.937, Synergy_Bliss=2.49, Synergy_Loewe=1.96, Synergy_HSA=3.23. Cell line: MDA-MB-231. Drug 1: CCC(=C(C1=CC=CC=C1)C2=CC=C(C=C2)OCCN(C)C)C3=CC=CC=C3.C(C(=O)O)C(CC(=O)O)(C(=O)O)O. (9) Drug 1: CCC1(CC2CC(C3=C(CCN(C2)C1)C4=CC=CC=C4N3)(C5=C(C=C6C(=C5)C78CCN9C7C(C=CC9)(C(C(C8N6C=O)(C(=O)OC)O)OC(=O)C)CC)OC)C(=O)OC)O.OS(=O)(=O)O. Drug 2: CC1CCCC2(C(O2)CC(NC(=O)CC(C(C(=O)C(C1O)C)(C)C)O)C(=CC3=CSC(=N3)C)C)C. Cell line: SK-MEL-5. Synergy scores: CSS=55.3, Synergy_ZIP=-2.76, Synergy_Bliss=-3.64, Synergy_Loewe=-2.31, Synergy_HSA=0.679.